From a dataset of Reaction yield outcomes from USPTO patents with 853,638 reactions. Predict the reaction yield, written as a fraction of the theoretical maximum amount of product (1.0 means a 100% yield; for example, 0.34 means a 34% yield). The catalyst is C(Cl)(Cl)(Cl)Cl. The product is [CH3:1][O:2][C:3](=[O:12])[C:4]1[CH:9]=[C:8]([Br:10])[CH:7]=[CH:6][C:5]=1[CH2:11][Br:13]. The reactants are [CH3:1][O:2][C:3](=[O:12])[C:4]1[CH:9]=[C:8]([Br:10])[CH:7]=[CH:6][C:5]=1[CH3:11].[Br:13]N1C(=O)CCC1=O.C(OOC(=O)C1C=CC=CC=1)(=O)C1C=CC=CC=1. The yield is 0.460.